This data is from Catalyst prediction with 721,799 reactions and 888 catalyst types from USPTO. The task is: Predict which catalyst facilitates the given reaction. (1) Reactant: [C:1]([C:3]1[CH:12]=[C:11]2[C:6]([C:7]([C:25]3[CH:30]=[CH:29][C:28]([CH3:31])=[C:27]([CH3:32])[CH:26]=3)=[C:8]([CH:15]([O:20][C:21]([CH3:24])([CH3:23])[CH3:22])[C:16]([O:18][CH3:19])=[O:17])[N:9]([CH3:14])[C:10]2=[O:13])=[CH:5][CH:4]=1)#[N:2].N. Product: [NH2:2][CH2:1][C:3]1[CH:12]=[C:11]2[C:6]([C:7]([C:25]3[CH:30]=[CH:29][C:28]([CH3:31])=[C:27]([CH3:32])[CH:26]=3)=[C:8]([CH:15]([O:20][C:21]([CH3:22])([CH3:23])[CH3:24])[C:16]([O:18][CH3:19])=[O:17])[N:9]([CH3:14])[C:10]2=[O:13])=[CH:5][CH:4]=1. The catalyst class is: 171. (2) Product: [Br:28][C:24]1[CH:23]=[C:22]([C@@H:16]([O:17][Si:18]([CH3:20])([CH3:19])[CH3:21])[C@@H:15]([CH3:29])[CH2:14][OH:30])[CH:27]=[CH:26][CH:25]=1. The catalyst class is: 1. Reactant: C([C@H]1COC(=O)N1[C:14](=[O:30])[C@H:15]([CH3:29])[C@@H:16]([C:22]1[CH:27]=[CH:26][CH:25]=[C:24]([Br:28])[CH:23]=1)[O:17][Si:18]([CH3:21])([CH3:20])[CH3:19])C1C=CC=CC=1.[Li+].[BH4-].CC(OC)(C)C.